Dataset: NCI-60 drug combinations with 297,098 pairs across 59 cell lines. Task: Regression. Given two drug SMILES strings and cell line genomic features, predict the synergy score measuring deviation from expected non-interaction effect. (1) Drug 1: C1=CC(=CC=C1C#N)C(C2=CC=C(C=C2)C#N)N3C=NC=N3. Drug 2: CC(C)CN1C=NC2=C1C3=CC=CC=C3N=C2N. Cell line: A549. Synergy scores: CSS=4.36, Synergy_ZIP=-5.22, Synergy_Bliss=-7.63, Synergy_Loewe=-8.31, Synergy_HSA=-7.69. (2) Drug 1: CNC(=O)C1=CC=CC=C1SC2=CC3=C(C=C2)C(=NN3)C=CC4=CC=CC=N4. Drug 2: CCCS(=O)(=O)NC1=C(C(=C(C=C1)F)C(=O)C2=CNC3=C2C=C(C=N3)C4=CC=C(C=C4)Cl)F. Cell line: MDA-MB-231. Synergy scores: CSS=-2.82, Synergy_ZIP=2.64, Synergy_Bliss=0.976, Synergy_Loewe=-1.10, Synergy_HSA=-2.40. (3) Drug 1: CCCS(=O)(=O)NC1=C(C(=C(C=C1)F)C(=O)C2=CNC3=C2C=C(C=N3)C4=CC=C(C=C4)Cl)F. Drug 2: CCCCCOC(=O)NC1=NC(=O)N(C=C1F)C2C(C(C(O2)C)O)O. Cell line: CAKI-1. Synergy scores: CSS=-6.42, Synergy_ZIP=-2.75, Synergy_Bliss=-11.4, Synergy_Loewe=-15.1, Synergy_HSA=-11.0. (4) Drug 1: C1CCN(CC1)CCOC2=CC=C(C=C2)C(=O)C3=C(SC4=C3C=CC(=C4)O)C5=CC=C(C=C5)O. Drug 2: C1=NC2=C(N=C(N=C2N1C3C(C(C(O3)CO)O)O)F)N. Cell line: LOX IMVI. Synergy scores: CSS=1.84, Synergy_ZIP=-3.93, Synergy_Bliss=-7.10, Synergy_Loewe=0.0599, Synergy_HSA=-3.64.